This data is from Reaction yield outcomes from USPTO patents with 853,638 reactions. The task is: Predict the reaction yield, written as a fraction of the theoretical maximum amount of product (1.0 means a 100% yield; for example, 0.34 means a 34% yield). (1) The yield is 0.390. The catalyst is CO. The product is [CH3:1][NH:15][C:11]1[CH:10]=[C:9]2[C:14]([C:6]([CH3:5])=[N:7][NH:8]2)=[CH:13][CH:12]=1. The reactants are [CH3:1][O-].[Na+].Cl.[CH3:5][C:6]1[C:14]2[C:9](=[CH:10][C:11]([NH2:15])=[CH:12][CH:13]=2)[NH:8][N:7]=1.C=O.[BH4-].[Na+].[OH-].[Na+]. (2) The reactants are Br[C:2]1[N:10]([CH2:11][C:12]2[CH:17]=[CH:16][C:15]([O:18][CH3:19])=[CH:14][CH:13]=2)[C:9]2[C:8](=[O:20])[N:7]3[C:21]([CH3:24])=[N:22][N:23]=[C:6]3[N:5]([CH2:25][CH2:26][CH2:27][CH2:28][CH3:29])[C:4]=2[N:3]=1.C([Sn](CCCC)(CCCC)[C:35]1[S:36][CH:37]=[CH:38][N:39]=1)CCC. The catalyst is C1(C)C=CC=CC=1.C1C=CC([P]([Pd]([P](C2C=CC=CC=2)(C2C=CC=CC=2)C2C=CC=CC=2)([P](C2C=CC=CC=2)(C2C=CC=CC=2)C2C=CC=CC=2)[P](C2C=CC=CC=2)(C2C=CC=CC=2)C2C=CC=CC=2)(C2C=CC=CC=2)C2C=CC=CC=2)=CC=1. The product is [CH3:19][O:18][C:15]1[CH:16]=[CH:17][C:12]([CH2:11][N:10]2[C:9]3[C:8](=[O:20])[N:7]4[C:21]([CH3:24])=[N:22][N:23]=[C:6]4[N:5]([CH2:25][CH2:26][CH2:27][CH2:28][CH3:29])[C:4]=3[N:3]=[C:2]2[C:35]2[S:36][CH:37]=[CH:38][N:39]=2)=[CH:13][CH:14]=1. The yield is 0.790.